This data is from Reaction yield outcomes from USPTO patents with 853,638 reactions. The task is: Predict the reaction yield, written as a fraction of the theoretical maximum amount of product (1.0 means a 100% yield; for example, 0.34 means a 34% yield). (1) No catalyst specified. The reactants are C(O[C:4](=[O:12])[C:5]1[CH:10]=[CH:9][CH:8]=[CH:7][C:6]=1[NH2:11])C.[C:13]([C:15]1[CH:20]=[CH:19][CH:18]=[CH:17][CH:16]=1)#[N:14]. The yield is 0.940. The product is [C:15]1([C:13]2[NH:14][C:4](=[O:12])[C:5]3[C:6](=[CH:7][CH:8]=[CH:9][CH:10]=3)[N:11]=2)[CH:20]=[CH:19][CH:18]=[CH:17][CH:16]=1. (2) The reactants are [N:1]1[CH:6]=[CH:5][CH:4]=[CH:3][C:2]=1[S:7][S:8][CH2:9][CH2:10][CH:11]([S:15]([OH:18])(=[O:17])=[O:16])[C:12]([OH:14])=[O:13].C(N=C=NCCCN(C)C)C.O[N:31]1[C:35](=[O:36])[CH2:34][CH2:33][C:32]1=[O:37]. The catalyst is CC(N(C)C)=O. The product is [O:37]=[C:32]1[CH2:33][CH2:34][C:35](=[O:36])[N:31]1[O:13][C:12](=[O:14])[CH:11]([S:15]([OH:18])(=[O:16])=[O:17])[CH2:10][CH2:9][S:8][S:7][C:2]1[CH:3]=[CH:4][CH:5]=[CH:6][N:1]=1. The yield is 0.800. (3) The product is [C:1]([C:5]1[CH:10]=[CH:9][C:8]([N+:11]([O-:13])=[O:12])=[CH:7][C:6]=1[CH2:14][NH:15][C:21](=[O:22])[O:20][C:17]([CH3:19])([CH3:18])[CH3:16])([CH3:4])([CH3:2])[CH3:3]. The catalyst is C1COCC1.O. The reactants are [C:1]([C:5]1[CH:10]=[CH:9][C:8]([N+:11]([O-:13])=[O:12])=[CH:7][C:6]=1[CH2:14][NH2:15])([CH3:4])([CH3:3])[CH3:2].[CH3:16][C:17]([O:20][C:21](O[C:21]([O:20][C:17]([CH3:19])([CH3:18])[CH3:16])=[O:22])=[O:22])([CH3:19])[CH3:18]. The yield is 0.780. (4) The reactants are [N:1]12[CH2:8][CH2:7][C:4]([C:9]([C:17]3[CH:22]=[CH:21][CH:20]=[CH:19][CH:18]=3)([C:11]3[CH:16]=[CH:15][CH:14]=[CH:13][CH:12]=3)[OH:10])([CH2:5][CH2:6]1)[CH2:3][CH2:2]2.[Br:23][CH2:24][CH2:25][C:26]1[CH:31]=[CH:30][CH:29]=[CH:28][CH:27]=1. The catalyst is CC#N.C(Cl)Cl.CO.CS(C)=O. The product is [Br-:23].[OH:10][C:9]([C:17]1[CH:22]=[CH:21][CH:20]=[CH:19][CH:18]=1)([C:11]1[CH:12]=[CH:13][CH:14]=[CH:15][CH:16]=1)[C:4]12[CH2:5][CH2:6][N+:1]([CH2:24][CH2:25][C:26]3[CH:31]=[CH:30][CH:29]=[CH:28][CH:27]=3)([CH2:2][CH2:3]1)[CH2:8][CH2:7]2. The yield is 0.486. (5) The reactants are [F:1][C:2]1[CH:11]=[C:10]2[C:5]([C:6](=O)[CH2:7][C:8]([CH3:13])([CH3:12])[O:9]2)=[CH:4][CH:3]=1.C[Si](C#N)(C)C.[C:21]([O:24]CC)(=[O:23])C. The catalyst is Cl.[I-].[Zn+2].[I-]. The product is [F:1][C:2]1[CH:11]=[C:10]2[C:5]([CH:6]([C:21]([OH:24])=[O:23])[CH2:7][C:8]([CH3:13])([CH3:12])[O:9]2)=[CH:4][CH:3]=1. The yield is 0.242. (6) The reactants are [NH:1]1[C:5]2=[N:6][CH:7]=[C:8]([C:10]#[N:11])[CH:9]=[C:4]2[CH:3]=[CH:2]1.[OH-].[K+].[I:14]I.[O-]S([O-])(=S)=O.[Na+].[Na+]. The catalyst is CN(C=O)C.O. The product is [I:14][C:3]1[C:4]2[C:5](=[N:6][CH:7]=[C:8]([C:10]#[N:11])[CH:9]=2)[NH:1][CH:2]=1. The yield is 0.630. (7) The reactants are [Br:1][C:2]1[CH:7]=[CH:6][C:5]([NH:8][C:9]2[C:23]([CH:24]3O[CH:27]=[N:26][CH:25]3S(C3C=CC(C)=CC=3)(=O)=O)=[CH:22][C:12]3[N:13](CCS(C)(=O)=O)[CH:14]=[N:15][C:11]=3[C:10]=2[F:39])=[C:4]([Cl:40])[CH:3]=1.[NH3:41]. The catalyst is CO. The product is [Br:1][C:2]1[CH:7]=[CH:6][C:5]([NH:8][C:9]2[C:23]([C:24]3[NH:41][CH:27]=[N:26][CH:25]=3)=[CH:22][C:12]3[NH:13][CH:14]=[N:15][C:11]=3[C:10]=2[F:39])=[C:4]([Cl:40])[CH:3]=1. The yield is 0.0700. (8) The reactants are [CH:1]1([N:7]([CH3:36])[C:8]2[C:9]([CH3:35])=[C:10]([CH:24]=[C:25]([C:27]3[CH:28]=[N:29][C:30]([CH:33]=O)=[CH:31][CH:32]=3)[CH:26]=2)[C:11]([NH:13][CH2:14][C:15]2[C:16](=[O:23])[NH:17][C:18]([CH3:22])=[CH:19][C:20]=2[CH3:21])=[O:12])[CH2:6][CH2:5][CH2:4][CH2:3][CH2:2]1.[CH3:37][NH:38][CH3:39].C(O)(=O)C.C([BH3-])#N.[Na+]. The catalyst is CO. The product is [CH:1]1([N:7]([CH3:36])[C:8]2[C:9]([CH3:35])=[C:10]([CH:24]=[C:25]([C:27]3[CH:28]=[N:29][C:30]([CH2:33][N:38]([CH3:39])[CH3:37])=[CH:31][CH:32]=3)[CH:26]=2)[C:11]([NH:13][CH2:14][C:15]2[C:16](=[O:23])[NH:17][C:18]([CH3:22])=[CH:19][C:20]=2[CH3:21])=[O:12])[CH2:2][CH2:3][CH2:4][CH2:5][CH2:6]1. The yield is 0.110. (9) The reactants are Br[C:2]1[CH:9]=[CH:8][C:5]([C:6]#[N:7])=[C:4]([O:10][CH3:11])[CH:3]=1.C([O:15][B:16](OC(C)C)[O:17]C(C)C)(C)C.C([Li])CCC.Cl. The catalyst is O.C1COCC1. The product is [C:6]([C:5]1[CH:8]=[CH:9][C:2]([B:16]([OH:17])[OH:15])=[CH:3][C:4]=1[O:10][CH3:11])#[N:7]. The yield is 0.550. (10) The reactants are [O:1]1[CH2:6][CH2:5][CH2:4][C@H:3]([CH2:7]/[CH:8]=[N:9]/[CH3:10])[CH2:2]1.C[Si](C)(C)[C:13]#[N:14].C(O)(C)C.[C:29](O[C:29]([O:31][C:32]([CH3:35])([CH3:34])[CH3:33])=[O:30])([O:31][C:32]([CH3:35])([CH3:34])[CH3:33])=[O:30]. The catalyst is CC(C)(C)C(OC1C=C(C(C)(C)C)C(O)=C(/C=N/[C@@H]2CCCC[C@H]2NC(N[C@H](C(N(C)C)=O)C(C)(C)C)=S)C=1)=O.C1(C)C=CC=CC=1. The product is [C:13]([C@@H:8]([N:9]([CH3:10])[C:29](=[O:30])[O:31][C:32]([CH3:33])([CH3:34])[CH3:35])[CH2:7][C@H:3]1[CH2:4][CH2:5][CH2:6][O:1][CH2:2]1)#[N:14]. The yield is 0.860.